This data is from Full USPTO retrosynthesis dataset with 1.9M reactions from patents (1976-2016). The task is: Predict the reactants needed to synthesize the given product. (1) Given the product [CH2:21]([N:23]([CH2:24][CH3:25])[C:12]([CH:4]1[CH2:3][C:2](=[O:1])[C:11]2[C:6](=[CH:7][CH:8]=[CH:9][CH:10]=2)[S:5]1)=[O:14])[CH3:22], predict the reactants needed to synthesize it. The reactants are: [O:1]=[C:2]1[C:11]2[C:6](=[CH:7][CH:8]=[CH:9][CH:10]=2)[S:5][CH:4]([C:12]([OH:14])=O)[CH2:3]1.C(Cl)(=O)C(Cl)=O.[CH2:21]([NH:23][CH2:24][CH3:25])[CH3:22].C(=O)([O-])[O-].[K+].[K+]. (2) Given the product [CH3:1][O:2][C:3]1[CH:8]=[CH:7][C:6]([C:9]([C:11]2[C:20]([N+:21]([O-:23])=[O:22])=[C:19]3[C:14]([CH:15]=[CH:16][CH:17]=[N:18]3)=[CH:13][CH:12]=2)=[O:10])=[CH:5][CH:4]=1, predict the reactants needed to synthesize it. The reactants are: [CH3:1][O:2][C:3]1[CH:8]=[CH:7][C:6]([CH:9]([C:11]2[C:20]([N+:21]([O-:23])=[O:22])=[C:19]3[C:14]([CH:15]=[CH:16][CH:17]=[N:18]3)=[CH:13][CH:12]=2)[OH:10])=[CH:5][CH:4]=1. (3) Given the product [CH2:1]1[CH2:21][N:20]2[C:4]3[C:5]([CH2:17][CH2:18][CH2:19]2)=[C:6]2[O:13][C:11](=[O:12])[C:10]([C:14]([OH:16])=[O:15])=[CH:9][C:7]2=[CH:8][C:3]=3[CH2:2]1.[NH2:33][CH:25]([CH2:26][CH2:27][CH2:28][CH3:29])[C:24]([OH:23])=[O:31], predict the reactants needed to synthesize it. The reactants are: [CH2:1]1[CH2:21][N:20]2[C:4]3[C:5]([CH2:17][CH2:18][CH2:19]2)=[C:6]2[O:13][C:11](=[O:12])[C:10]([C:14]([OH:16])=[O:15])=[CH:9][C:7]2=[CH:8][C:3]=3[CH2:2]1.C[O:23][C:24](=[O:31])[CH2:25][CH2:26][CH:27](N)[CH2:28][CH3:29].C[N:33](C(ON1N=NC2C=CC=CC1=2)=[N+](C)C)C.F[P-](F)(F)(F)(F)F.C(N(CC)CC)C. (4) Given the product [Br:1][C:2]1[CH:3]=[N:4][CH:5]=[C:6]([N+:9]([O-:11])=[O:10])[C:7]=1[NH:15][CH:12]1[CH2:14][CH2:13]1, predict the reactants needed to synthesize it. The reactants are: [Br:1][C:2]1[CH:3]=[N:4][CH:5]=[C:6]([N+:9]([O-:11])=[O:10])[C:7]=1Cl.[CH:12]1([NH2:15])[CH2:14][CH2:13]1. (5) Given the product [NH2:10][C:4]1[C:3]([NH:2][CH3:1])=[C:8]([NH:9][C:18]([NH:17][C:20]2[C:21]([CH3:28])=[CH:22][C:23]([CH3:27])=[CH:24][C:25]=2[CH3:26])=[S:19])[CH:7]=[CH:6][CH:5]=1, predict the reactants needed to synthesize it. The reactants are: [CH3:1][NH:2][C:3]1[C:8]([NH2:9])=[CH:7][CH:6]=[CH:5][C:4]=1[NH2:10].C(=O)([O-])[O-].[Na+].[Na+].[N:17]([C:20]1[C:25]([CH3:26])=[CH:24][C:23]([CH3:27])=[CH:22][C:21]=1[CH3:28])=[C:18]=[S:19]. (6) Given the product [Br:18][CH2:19]/[CH:20]=[CH:21]/[CH2:22][N:10]([C:11]1[C:16]([Cl:17])=[N:15][CH:14]=[CH:13][N:12]=1)[C:5]1[CH:6]=[CH:7][CH:8]=[CH:9][C:4]=1[N+:1]([O-:3])=[O:2], predict the reactants needed to synthesize it. The reactants are: [N+:1]([C:4]1[CH:9]=[CH:8][CH:7]=[CH:6][C:5]=1[NH:10][C:11]1[C:16]([Cl:17])=[N:15][CH:14]=[CH:13][N:12]=1)([O-:3])=[O:2].[Br:18][CH2:19]/[CH:20]=[CH:21]/[CH2:22]Br. (7) Given the product [NH2:23][C:20]1[N:19]=[CH:18][C:17]([C:16]2[C:11]3[CH2:10][CH2:9][N:8]([C@@:3]4([CH3:2])[CH2:7][CH2:6][N:5]([CH:31]5[CH2:35][CH2:34][NH:33][C:32]5=[O:36])[CH2:4]4)[C:12]=3[N:13]=[C:14]([N:24]3[CH2:29][CH2:28][O:27][CH2:26][CH2:25]3)[N:15]=2)=[CH:22][N:21]=1, predict the reactants needed to synthesize it. The reactants are: Cl.[CH3:2][C@:3]1([N:8]2[C:12]3[N:13]=[C:14]([N:24]4[CH2:29][CH2:28][O:27][CH2:26][CH2:25]4)[N:15]=[C:16]([C:17]4[CH:18]=[N:19][C:20]([NH2:23])=[N:21][CH:22]=4)[C:11]=3[CH2:10][CH2:9]2)[CH2:7][CH2:6][NH:5][CH2:4]1.Br[CH:31]1[CH2:35][CH2:34][NH:33][C:32]1=[O:36].O. (8) Given the product [OH:54][C@@H:40]1[CH2:39][C@H:38]([OH:55])[C@H:37]([CH2:36]/[CH:35]=[CH:34]\[CH2:33][CH2:32][CH2:31][C:29]([O:56][CH2:57][C:58]([CH2:62][OH:63])([CH3:59])[CH2:60][OH:61])=[O:28])[C@H:41]1[CH2:42][CH2:43][C@@H:44]([OH:53])[CH2:45][CH2:46][C:47]1[CH:48]=[CH:49][CH:50]=[CH:51][CH:52]=1, predict the reactants needed to synthesize it. The reactants are: CN(C(ON1N=NC2C=CC=CC1=2)=[N+](C)C)C.F[P-](F)(F)(F)(F)F.CC([O:28][C:29]([CH2:31][CH2:32][CH2:33]/[CH:34]=[CH:35]\[CH2:36][C@@H:37]1[C@@H:41]([CH2:42][CH2:43][C@@H:44]([OH:53])[CH2:45][CH2:46][C:47]2[CH:52]=[CH:51][CH:50]=[CH:49][CH:48]=2)[C@H:40]([OH:54])[CH2:39][C@@H:38]1[OH:55])=O)C.[OH:56][CH2:57][C:58]([CH2:62][OH:63])([CH2:60][OH:61])[CH3:59].C(N(CC)CC)C. (9) The reactants are: [O-:1][S:2]([C:5]([F:8])([F:7])[F:6])(=O)=[O:3].C1(C)C=C(C)C=C(C)C=1[I+][C:18]1[CH:23]=[CH:22][CH:21]=[CH:20][C:19]=1[F:24].FC(F)(F)S([O-])=O.[Na+]. Given the product [F:24][C:19]1[CH:20]=[CH:21][CH:22]=[CH:23][C:18]=1[S:2]([C:5]([F:8])([F:7])[F:6])(=[O:3])=[O:1], predict the reactants needed to synthesize it.